Dataset: Reaction yield outcomes from USPTO patents with 853,638 reactions. Task: Predict the reaction yield, written as a fraction of the theoretical maximum amount of product (1.0 means a 100% yield; for example, 0.34 means a 34% yield). (1) The reactants are [I-].[CH3:2][S+](C)(C)=O.[H-].[Na+].[CH3:9][O:10][CH2:11][CH2:12][O:13][CH2:14][O:15][C:16]1[CH:21]=[CH:20][C:19](/[CH:22]=[CH:23]/[N+:24]([O-:26])=[O:25])=[CH:18][CH:17]=1.O. The catalyst is CS(C)=O. The product is [CH3:9][O:10][CH2:11][CH2:12][O:13][CH2:14][O:15][C:16]1[CH:21]=[CH:20][C:19]([C@@H:22]2[CH2:2][C@H:23]2[N+:24]([O-:26])=[O:25])=[CH:18][CH:17]=1. The yield is 0.360. (2) The reactants are C(N(CC)CC)C.[C:8]([NH:15][CH2:16][CH2:17][NH2:18])([O:10][C:11]([CH3:14])([CH3:13])[CH3:12])=[O:9].Cl[C:20]1[O:21][C:22]2[CH:28]=[CH:27][C:26]([Cl:29])=[CH:25][C:23]=2[N:24]=1. The catalyst is ClCCl.O. The product is [C:11]([O:10][C:8](=[O:9])[NH:15][CH2:16][CH2:17][NH:18][C:20]1[O:21][C:22]2[CH:28]=[CH:27][C:26]([Cl:29])=[CH:25][C:23]=2[N:24]=1)([CH3:12])([CH3:13])[CH3:14]. The yield is 0.853. (3) The reactants are C(OC([N:11]1[CH2:16][CH:15]=[C:14]([C:17]2[C:26]3[C:21](=[CH:22][CH:23]=[CH:24][CH:25]=3)[N:20]=[CH:19][N:18]=2)[CH2:13][CH2:12]1)=O)C1C=CC=CC=1. The catalyst is CO.[Pd]. The product is [NH:11]1[CH2:12][CH:13]=[C:14]([C:17]2[C:26]3[C:21](=[CH:22][CH:23]=[CH:24][CH:25]=3)[N:20]=[CH:19][N:18]=2)[CH2:15][CH2:16]1. The yield is 0.640. (4) The reactants are [CH2:1]([S:16]([CH:19]([CH2:25][CH3:26])[C:20]([O:22]CC)=[O:21])(=[O:18])=[O:17])[CH2:2]/[CH:3]=[CH:4]\[CH2:5]/[CH:6]=[CH:7]\[CH2:8]/[CH:9]=[CH:10]\[CH2:11]/[CH:12]=[CH:13]\[CH2:14][CH3:15].[Li+].[OH-].O.Cl. The catalyst is C(O)C. The product is [CH2:1]([S:16]([CH:19]([CH2:25][CH3:26])[C:20]([OH:22])=[O:21])(=[O:17])=[O:18])[CH2:2]/[CH:3]=[CH:4]\[CH2:5]/[CH:6]=[CH:7]\[CH2:8]/[CH:9]=[CH:10]\[CH2:11]/[CH:12]=[CH:13]\[CH2:14][CH3:15]. The yield is 0.730. (5) The reactants are [Cl:1][CH2:2][CH2:3][CH2:4][S:5]([O:8][CH2:9][C:10]([CH3:23])([CH3:22])[C@@H:11]([O:14][CH2:15][C:16]1[CH:21]=[CH:20][CH:19]=[CH:18][CH:17]=1)[CH:12]=C)(=[O:7])=[O:6].O=O.[O:26]=[O+][O-].CSC. The catalyst is ClCCl.C(O)C. The product is [Cl:1][CH2:2][CH2:3][CH2:4][S:5]([O:8][CH2:9][C:10]([CH3:22])([CH3:23])[C@@H:11]([O:14][CH2:15][C:16]1[CH:17]=[CH:18][CH:19]=[CH:20][CH:21]=1)[CH:12]=[O:26])(=[O:6])=[O:7]. The yield is 0.600. (6) The reactants are [OH:1][CH2:2][C:3]1[CH:4]=[C:5]([CH:24]=[C:25]([O:27][CH:28]([CH3:30])[CH3:29])[CH:26]=1)[CH2:6][O:7][C:8]1[CH:12]=[C:11]([CH2:13][CH2:14][C:15]([O-:17])=[O:16])[N:10]([C:18]2[CH:23]=[CH:22][CH:21]=[CH:20][CH:19]=2)[N:9]=1.CC(C)([O-])C.[K+].Cl[C:38]1[C:43]([Cl:44])=[CH:42][C:41]([C:45]([F:48])([F:47])[F:46])=[CH:40][N:39]=1.O1CCCC1CCO.[OH-].[Na+].Cl. The catalyst is CN(C)C=O.O. The product is [Cl:44][C:43]1[C:38]([O:1][CH2:2][C:3]2[CH:4]=[C:5]([CH:24]=[C:25]([O:27][CH:28]([CH3:30])[CH3:29])[CH:26]=2)[CH2:6][O:7][C:8]2[CH:12]=[C:11]([CH2:13][CH2:14][C:15]([OH:17])=[O:16])[N:10]([C:18]3[CH:19]=[CH:20][CH:21]=[CH:22][CH:23]=3)[N:9]=2)=[N:39][CH:40]=[C:41]([C:45]([F:47])([F:46])[F:48])[CH:42]=1. The yield is 0.320. (7) The reactants are C([O:8][C:9]1[CH:18]=[C:17]2[C:12]([C:13](=[O:27])[N:14]([CH2:19][O:20][C:21](=[O:26])[C:22]([CH3:25])([CH3:24])[CH3:23])[CH:15]=[N:16]2)=[CH:11][C:10]=1[O:28][CH3:29])C1C=CC=CC=1. The catalyst is [Pd].C(OCC)(=O)C.CN(C=O)C.CO.C(O)(=O)C. The product is [OH:8][C:9]1[CH:18]=[C:17]2[C:12]([C:13](=[O:27])[N:14]([CH2:19][O:20][C:21](=[O:26])[C:22]([CH3:23])([CH3:24])[CH3:25])[CH:15]=[N:16]2)=[CH:11][C:10]=1[O:28][CH3:29]. The yield is 0.800.